Dataset: NCI-60 drug combinations with 297,098 pairs across 59 cell lines. Task: Regression. Given two drug SMILES strings and cell line genomic features, predict the synergy score measuring deviation from expected non-interaction effect. (1) Drug 1: C1CN1P(=S)(N2CC2)N3CC3. Drug 2: C1C(C(OC1N2C=NC3=C(N=C(N=C32)Cl)N)CO)O. Cell line: HCC-2998. Synergy scores: CSS=49.1, Synergy_ZIP=-2.54, Synergy_Bliss=-1.60, Synergy_Loewe=-12.5, Synergy_HSA=3.26. (2) Drug 1: C1=CN(C=N1)CC(O)(P(=O)(O)O)P(=O)(O)O. Drug 2: CC1C(C(CC(O1)OC2CC(CC3=C2C(=C4C(=C3O)C(=O)C5=C(C4=O)C(=CC=C5)OC)O)(C(=O)CO)O)N)O.Cl. Cell line: IGROV1. Synergy scores: CSS=25.4, Synergy_ZIP=0.506, Synergy_Bliss=2.54, Synergy_Loewe=-8.29, Synergy_HSA=2.91. (3) Drug 1: C1CCN(CC1)CCOC2=CC=C(C=C2)C(=O)C3=C(SC4=C3C=CC(=C4)O)C5=CC=C(C=C5)O. Drug 2: CS(=O)(=O)CCNCC1=CC=C(O1)C2=CC3=C(C=C2)N=CN=C3NC4=CC(=C(C=C4)OCC5=CC(=CC=C5)F)Cl. Cell line: MOLT-4. Synergy scores: CSS=-19.7, Synergy_ZIP=5.55, Synergy_Bliss=-9.47, Synergy_Loewe=-21.9, Synergy_HSA=-20.0.